Dataset: Full USPTO retrosynthesis dataset with 1.9M reactions from patents (1976-2016). Task: Predict the reactants needed to synthesize the given product. Given the product [CH2:37]([C:41]1[N:42]=[C:43]([C:46]2[CH:52]=[CH:51][CH:50]=[CH:49][C:47]=2[NH:48][C:29]([O:1][CH2:2][CH:3]2[CH2:8][CH2:7][N:6]([C:9]([O:11][C:12]([CH3:15])([CH3:14])[CH3:13])=[O:10])[CH2:5][CH2:4]2)=[O:35])[S:44][CH:45]=1)[CH:38]([CH3:40])[CH3:39], predict the reactants needed to synthesize it. The reactants are: [OH:1][CH2:2][CH:3]1[CH2:8][CH2:7][N:6]([C:9]([O:11][C:12]([CH3:15])([CH3:14])[CH3:13])=[O:10])[CH2:5][CH2:4]1.C(N(C(C)C)CC)(C)C.ClC(Cl)(O[C:29](=[O:35])OC(Cl)(Cl)Cl)Cl.[CH2:37]([C:41]1[N:42]=[C:43]([C:46]2[CH:52]=[CH:51][CH:50]=[CH:49][C:47]=2[NH2:48])[S:44][CH:45]=1)[CH:38]([CH3:40])[CH3:39].C(=O)(O)[O-].[Na+].